From a dataset of Full USPTO retrosynthesis dataset with 1.9M reactions from patents (1976-2016). Predict the reactants needed to synthesize the given product. (1) The reactants are: [NH2:1][C:2]1[NH:3][C:4](=[O:22])[C:5]2[CH:10]=[C:9]([CH2:11][CH2:12][CH2:13][C:14]3[S:18][CH:17]=[C:16]([C:19]([OH:21])=O)[CH:15]=3)[NH:8][C:6]=2[N:7]=1.CN1CCOCC1.ClC1N=C(OC)N=C(OC)N=1.Cl.[CH2:42]([O:44][C:45](=[O:55])[C@H:46]([CH2:48][CH2:49][C:50]([O:52][CH2:53][CH3:54])=[O:51])[NH2:47])[CH3:43]. Given the product [CH2:42]([O:44][C:45](=[O:55])[C@@H:46]([NH:47][C:19]([C:16]1[CH:15]=[C:14]([CH2:13][CH2:12][CH2:11][C:9]2[NH:8][C:6]3[N:7]=[C:2]([NH2:1])[NH:3][C:4](=[O:22])[C:5]=3[CH:10]=2)[S:18][CH:17]=1)=[O:21])[CH2:48][CH2:49][C:50]([O:52][CH2:53][CH3:54])=[O:51])[CH3:43], predict the reactants needed to synthesize it. (2) Given the product [CH3:1][O:2][C:3]1[CH:4]=[C:5]([NH:6][CH2:19][CH2:18][NH:17][C:15](=[O:16])[CH3:14])[CH:7]=[CH:8][CH:9]=1, predict the reactants needed to synthesize it. The reactants are: [CH3:1][O:2][C:3]1[CH:4]=[C:5]([CH:7]=[CH:8][CH:9]=1)[NH2:6].ClCC#N.[CH3:14][C:15]([NH:17][CH2:18][CH2:19]C1C2C=C(OC)C=CC=2NC=1)=[O:16]. (3) Given the product [NH2:8][C:7]1[C:2]([F:1])=[C:3]([C:12]([C:14]2[C:22]3[C:17](=[N:18][CH:19]=[C:20]([I:23])[CH:21]=3)[NH:16][CH:15]=2)=[O:13])[C:4]([F:11])=[CH:5][CH:6]=1, predict the reactants needed to synthesize it. The reactants are: [F:1][C:2]1[C:7]([N+:8]([O-])=O)=[CH:6][CH:5]=[C:4]([F:11])[C:3]=1[C:12]([C:14]1[C:22]2[C:17](=[N:18][CH:19]=[C:20]([I:23])[CH:21]=2)[NH:16][CH:15]=1)=[O:13].O.O.[Sn](Cl)Cl.